Task: Predict the reaction yield, written as a fraction of the theoretical maximum amount of product (1.0 means a 100% yield; for example, 0.34 means a 34% yield).. Dataset: Reaction yield outcomes from USPTO patents with 853,638 reactions (1) The reactants are [Cl:1][C:2]1[CH:7]=[CH:6][C:5](I)=[CH:4][C:3]=1[C@H:9]([OH:12])[CH2:10][OH:11].C(#N)CC.[C:17]([O:21][CH2:22][CH3:23])(=[O:20])[CH:18]=[CH2:19].C(N(CC)CC)C.CC1C(P(C2C(C)=CC=CC=2)C2C(C)=CC=CC=2)=CC=CC=1. The catalyst is CC([O-])=O.CC([O-])=O.[Pd+2].CCOC(C)=O. The product is [Cl:1][C:2]1[CH:7]=[CH:6][C:5](/[CH:19]=[CH:18]/[C:17]([O:21][CH2:22][CH3:23])=[O:20])=[CH:4][C:3]=1[C@H:9]([OH:12])[CH2:10][OH:11]. The yield is 0.810. (2) The reactants are CN(C(ON1N=NC2C=CC=NC1=2)=[N+](C)C)C.F[P-](F)(F)(F)(F)F.[CH3:25][O:26][C:27]([NH:29][C@@H:30]([CH:34]([CH3:36])[CH3:35])[C:31](O)=[O:32])=[O:28].[Br:37][C:38]1[CH:43]=[CH:42][C:41]([C:44]2[NH:45][C:46]([C@@H:49]3[CH2:53][CH2:52][CH2:51][NH:50]3)=[CH:47][N:48]=2)=[CH:40][CH:39]=1. The catalyst is CN(C=O)C.CCOC(C)=O. The product is [Br:37][C:38]1[CH:39]=[CH:40][C:41]([C:44]2[NH:45][C:46]([C@@H:49]3[CH2:53][CH2:52][CH2:51][N:50]3[C:31](=[O:32])[C@@H:30]([NH:29][C:27](=[O:28])[O:26][CH3:25])[CH:34]([CH3:36])[CH3:35])=[CH:47][N:48]=2)=[CH:42][CH:43]=1. The yield is 0.376. (3) The reactants are [CH3:1][C:2]1[O:6][N:5]=[C:4]([C:7]2[CH:12]=[CH:11][CH:10]=[CH:9][CH:8]=2)[C:3]=1[CH2:13][O:14][C:15]1[N:20]=[CH:19][C:18]([NH2:21])=[CH:17][CH:16]=1.[C:22](Cl)(=[O:26])[CH:23]([CH3:25])[CH3:24].C(OC(C)C)(C)C. No catalyst specified. The product is [CH3:1][C:2]1[O:6][N:5]=[C:4]([C:7]2[CH:12]=[CH:11][CH:10]=[CH:9][CH:8]=2)[C:3]=1[CH2:13][O:14][C:15]1[N:20]=[CH:19][C:18]([NH:21][C:22](=[O:26])[CH:23]([CH3:25])[CH3:24])=[CH:17][CH:16]=1. The yield is 0.910. (4) The reactants are C([O:8][C:9](=[O:58])[C@H:10]([CH:55]([CH3:57])[CH3:56])[N:11]([CH2:18][C:19]1[CH:24]=[CH:23][C:22]([C:25]2[CH:30]=[CH:29][CH:28]=[CH:27][C:26]=2[C:31]2[N:35](C(C3C=CC=CC=3)(C3C=CC=CC=3)C3C=CC=CC=3)[N:34]=[N:33][N:32]=2)=[CH:21][CH:20]=1)[C:12](=[O:17])[CH2:13][CH2:14][CH2:15][CH3:16])C1C=CC=CC=1. The catalyst is CO.[Pd]. The product is [O:17]=[C:12]([N:11]([CH2:18][C:19]1[CH:20]=[CH:21][C:22]([C:25]2[CH:30]=[CH:29][CH:28]=[CH:27][C:26]=2[C:31]2[NH:35][N:34]=[N:33][N:32]=2)=[CH:23][CH:24]=1)[C@H:10]([C:9]([OH:58])=[O:8])[CH:55]([CH3:57])[CH3:56])[CH2:13][CH2:14][CH2:15][CH3:16]. The yield is 0.670.